Predict the reaction yield, written as a fraction of the theoretical maximum amount of product (1.0 means a 100% yield; for example, 0.34 means a 34% yield). From a dataset of Reaction yield outcomes from USPTO patents with 853,638 reactions. (1) The reactants are [NH:1]1[CH:5]=[CH:4][C:3]([C:6]2[C:14]3[C:9](=[CH:10][N:11]=[C:12]([C:15]4[CH:16]=[N:17][CH:18]=[CH:19][CH:20]=4)[CH:13]=3)[N:8](C3CCCCO3)[N:7]=2)=[N:2]1. The catalyst is Cl.O1CCOCC1. The product is [NH:1]1[CH:5]=[CH:4][C:3]([C:6]2[C:14]3[C:9](=[CH:10][N:11]=[C:12]([C:15]4[CH:16]=[N:17][CH:18]=[CH:19][CH:20]=4)[CH:13]=3)[NH:8][N:7]=2)=[N:2]1. The yield is 0.459. (2) The reactants are [NH2:1][C:2]1[CH:10]=[C:9]([F:11])[CH:8]=[CH:7][C:3]=1[C:4](O)=[O:5].[O-:12][C:13]#[N:14].[K+].C(O)(=O)C.[OH-].[Na+]. The catalyst is O. The product is [F:11][C:9]1[CH:10]=[C:2]2[C:3]([C:4](=[O:5])[NH:14][C:13](=[O:12])[NH:1]2)=[CH:7][CH:8]=1. The yield is 0.650. (3) The reactants are [OH:1][C:2]1[C:10]2[C:5](=[CH:6][CH:7]=[C:8]([C:11]([O:13][CH3:14])=[O:12])[CH:9]=2)[NH:4][N:3]=1.Cl[C:16]([O:18][CH2:19][CH3:20])=[O:17].O. The catalyst is N1C=CC=CC=1. The product is [OH:1][C:2]1[C:10]2[C:5](=[CH:6][CH:7]=[C:8]([C:11]([O:13][CH3:14])=[O:12])[CH:9]=2)[N:4]([C:16]([O:18][CH2:19][CH3:20])=[O:17])[N:3]=1. The yield is 0.800. (4) The reactants are Cl[C:2]1[N:7]=[CH:6][N:5]=[C:4]([N:8]([CH2:10][C:11]([CH3:14])([CH3:13])[CH3:12])[CH3:9])[C:3]=1[N+:15]([O-:17])=[O:16].C(N(C(C)C)CC)(C)C.[CH3:27][C:28]1[CH:33]=[CH:32][C:31]([C:34]2[NH:38][CH:37]=[N:36][N:35]=2)=[CH:30][C:29]=1[NH2:39]. The catalyst is CCCCO. The product is [CH3:12][C:11]([CH3:14])([CH3:13])[CH2:10][N:8]([CH3:9])[C:4]1[C:3]([N+:15]([O-:17])=[O:16])=[C:2]([NH:39][C:29]2[CH:30]=[C:31]([C:34]3[NH:38][CH:37]=[N:36][N:35]=3)[CH:32]=[CH:33][C:28]=2[CH3:27])[N:7]=[CH:6][N:5]=1. The yield is 0.300. (5) The reactants are Cl[C:2]1[CH:3]=[C:4]([O:35][CH3:36])[C:5]2[N:6]([C:8]([C:29]3[CH:34]=[CH:33][CH:32]=[CH:31][CH:30]=3)=[C:9]([C:11]3[CH:16]=[CH:15][C:14]([C:17]4([NH:21][C:22](=[O:28])[O:23][C:24]([CH3:27])([CH3:26])[CH3:25])[CH2:20][CH2:19][CH2:18]4)=[CH:13][CH:12]=3)[N:10]=2)[N:7]=1.[NH3:37].[CH3:38][OH:39]. No catalyst specified. The product is [C:38]([C:2]1[CH:3]=[C:4]([O:35][CH3:36])[C:5]2[N:6]([C:8]([C:29]3[CH:30]=[CH:31][CH:32]=[CH:33][CH:34]=3)=[C:9]([C:11]3[CH:12]=[CH:13][C:14]([C:17]4([NH:21][C:22](=[O:28])[O:23][C:24]([CH3:26])([CH3:27])[CH3:25])[CH2:18][CH2:19][CH2:20]4)=[CH:15][CH:16]=3)[N:10]=2)[N:7]=1)(=[O:39])[NH2:37]. The yield is 0.570. (6) The reactants are [Cl:1][C:2]1[CH:3]=[C:4]([N:8]2[C:12]([CH2:13][NH2:14])=[CH:11][C:10]([C:15]([F:18])([F:17])[F:16])=[N:9]2)[CH:5]=[CH:6][CH:7]=1.[F:19][C:20]1[CH:25]=[CH:24][C:23]([NH:26][C:27]([C:29]2[N:34]=[CH:33][C:32]([CH:35]([CH3:39])[C:36](O)=[O:37])=[CH:31][N:30]=2)=[O:28])=[CH:22][CH:21]=1.F[B-](F)(F)F.N1(OC(N(C)C)=[N+](C)C)C2C=CC=CC=2N=N1.C(N(C(C)C)C(C)C)C. The catalyst is O1CCCC1. The product is [Cl:1][C:2]1[CH:3]=[C:4]([N:8]2[C:12]([CH2:13][NH:14][C:36](=[O:37])[CH:35]([C:32]3[CH:31]=[N:30][C:29]([C:27]([NH:26][C:23]4[CH:22]=[CH:21][C:20]([F:19])=[CH:25][CH:24]=4)=[O:28])=[N:34][CH:33]=3)[CH3:39])=[CH:11][C:10]([C:15]([F:16])([F:17])[F:18])=[N:9]2)[CH:5]=[CH:6][CH:7]=1. The yield is 0.330. (7) The product is [Cl:34][C:35]1[CH:42]=[C:41]([O:43][C:44]2[CH:49]=[CH:48][C:47]([Cl:50])=[CH:46][CH:45]=2)[CH:40]=[CH:39][C:36]=1/[CH:37]=[CH:2]/[O:3][CH3:4]. The yield is 0.930. The catalyst is C1COCC1. The reactants are [Br-].[CH3:2][O:3][CH2:4][P+](C1C=CC=CC=1)(C1C=CC=CC=1)C1C=CC=CC=1.[Li+].C[Si]([N-][Si](C)(C)C)(C)C.[Cl:34][C:35]1[CH:42]=[C:41]([O:43][C:44]2[CH:49]=[CH:48][C:47]([Cl:50])=[CH:46][CH:45]=2)[CH:40]=[CH:39][C:36]=1[CH:37]=O. (8) The reactants are [Na+].[C:2]([C:5]1[N:9]([CH3:10])[N:8]=[CH:7][C:6]=1[C:11]([O-:13])=O)(=[O:4])[NH2:3].C(P1(=O)OP(CCC)(=O)OP(CCC)(=O)O1)CC.Cl.[CH3:33][NH:34][CH3:35].C(N(C(C)C)CC)(C)C. The catalyst is C(OCC)(=O)C.O. The product is [CH3:33][N:34]([CH3:35])[C:11]([C:6]1[CH:7]=[N:8][N:9]([CH3:10])[C:5]=1[C:2]([NH2:3])=[O:4])=[O:13]. The yield is 0.400.